This data is from NCI-60 drug combinations with 297,098 pairs across 59 cell lines. The task is: Regression. Given two drug SMILES strings and cell line genomic features, predict the synergy score measuring deviation from expected non-interaction effect. (1) Drug 1: CC1C(C(CC(O1)OC2CC(CC3=C2C(=C4C(=C3O)C(=O)C5=C(C4=O)C(=CC=C5)OC)O)(C(=O)CO)O)N)O. Drug 2: C1CC(CCC1OC2=C(C(=CC=C2)Cl)F)(CC3=NC(=CC=C3)NC4=NC=CS4)C(=O)O. Cell line: OVCAR3. Synergy scores: CSS=45.8, Synergy_ZIP=-5.20, Synergy_Bliss=-7.89, Synergy_Loewe=-21.9, Synergy_HSA=-3.63. (2) Drug 1: CN1C(=O)N2C=NC(=C2N=N1)C(=O)N. Drug 2: C(=O)(N)NO. Cell line: IGROV1. Synergy scores: CSS=1.77, Synergy_ZIP=-0.546, Synergy_Bliss=0.327, Synergy_Loewe=0.412, Synergy_HSA=0.569. (3) Drug 1: CC1=C(C(=CC=C1)Cl)NC(=O)C2=CN=C(S2)NC3=CC(=NC(=N3)C)N4CCN(CC4)CCO. Drug 2: C(=O)(N)NO. Cell line: T-47D. Synergy scores: CSS=0.321, Synergy_ZIP=3.38, Synergy_Bliss=6.89, Synergy_Loewe=-2.30, Synergy_HSA=-1.01.